Dataset: Peptide-MHC class II binding affinity with 134,281 pairs from IEDB. Task: Regression. Given a peptide amino acid sequence and an MHC pseudo amino acid sequence, predict their binding affinity value. This is MHC class II binding data. (1) The peptide sequence is INEPTGAAIAYGLDR. The MHC is HLA-DQA10102-DQB10602 with pseudo-sequence HLA-DQA10102-DQB10602. The binding affinity (normalized) is 0.727. (2) The peptide sequence is SVVVQDPKNVYQRGT. The MHC is DRB1_0404 with pseudo-sequence DRB1_0404. The binding affinity (normalized) is 0.324. (3) The peptide sequence is YDKFLANVSTVLTSK. The MHC is DRB3_0202 with pseudo-sequence DRB3_0202. The binding affinity (normalized) is 0.950. (4) The peptide sequence is YDKFLANISTVLTGK. The MHC is DRB1_0101 with pseudo-sequence DRB1_0101. The binding affinity (normalized) is 1.00. (5) The MHC is DRB1_0404 with pseudo-sequence DRB1_0404. The binding affinity (normalized) is 0.412. The peptide sequence is LVSFLLLAGRSCGMY. (6) The peptide sequence is GPSLYSIVSPFIPLL. The MHC is DRB1_0801 with pseudo-sequence DRB1_0801. The binding affinity (normalized) is 0.246. (7) The peptide sequence is VLAVGPAYSAHCIGI. The MHC is HLA-DQA10201-DQB10303 with pseudo-sequence HLA-DQA10201-DQB10303. The binding affinity (normalized) is 0.410.